Task: Predict which catalyst facilitates the given reaction.. Dataset: Catalyst prediction with 721,799 reactions and 888 catalyst types from USPTO (1) Reactant: [Cl:1][C:2]1[N:3]=[C:4]([NH:9][CH2:10][C:11]2[CH:16]=[CH:15][N:14]=[CH:13][CH:12]=2)[S:5][C:6]=1[CH:7]=[O:8].[C:17]([O:21][C:22](O[C:22]([O:21][C:17]([CH3:20])([CH3:19])[CH3:18])=[O:23])=[O:23])([CH3:20])([CH3:19])[CH3:18].C(N(CC)CC)C. Product: [C:17]([O:21][C:22](=[O:23])[N:9]([C:4]1[S:5][C:6]([CH:7]=[O:8])=[C:2]([Cl:1])[N:3]=1)[CH2:10][C:11]1[CH:16]=[CH:15][N:14]=[CH:13][CH:12]=1)([CH3:20])([CH3:19])[CH3:18]. The catalyst class is: 4. (2) Reactant: [C:1]([CH2:3][C:4]1[CH:10]=[CH:9][C:7]([NH2:8])=[CH:6][CH:5]=1)#[N:2].C(N(CC)CC)C.[Cl-].ClC1N(C)CC[NH+]1C.[CH3:27][O:28][C:29]1[C:30](=[O:53])[C:31]([CH3:52])=[C:32]([CH2:38][C:39]2[CH:40]=[CH:41][C:42]([O:48][C:49](=[O:51])[CH3:50])=[C:43]([CH:47]=2)[C:44](O)=[O:45])[C:33](=[O:37])[C:34]=1[O:35][CH3:36]. Product: [CH3:27][O:28][C:29]1[C:30](=[O:53])[C:31]([CH3:52])=[C:32]([CH2:38][C:39]2[CH:40]=[CH:41][C:42]([O:48][C:49](=[O:51])[CH3:50])=[C:43]([CH:47]=2)[C:44]([NH:8][C:7]2[CH:9]=[CH:10][C:4]([CH2:3][C:1]#[N:2])=[CH:5][CH:6]=2)=[O:45])[C:33](=[O:37])[C:34]=1[O:35][CH3:36]. The catalyst class is: 2.